From a dataset of Catalyst prediction with 721,799 reactions and 888 catalyst types from USPTO. Predict which catalyst facilitates the given reaction. (1) Reactant: [CH3:1][O:2][C:3]1[CH:4]=[C:5]2[C:10](=[CH:11][C:12]=1[OH:13])[C:9]1=[CH:14][N:15]=[CH:16][N:8]1[CH2:7][CH2:6]2.C(N(CC)CC)C.C1C=CC(N([S:31]([C:34]([F:37])([F:36])[F:35])(=[O:33])=[O:32])[S:31]([C:34]([F:37])([F:36])[F:35])(=[O:33])=[O:32])=CC=1. Product: [F:35][C:34]([F:37])([F:36])[S:31]([O:13][C:12]1[CH:11]=[C:10]2[C:5]([CH2:6][CH2:7][N:8]3[CH:16]=[N:15][CH:14]=[C:9]32)=[CH:4][C:3]=1[O:2][CH3:1])(=[O:33])=[O:32]. The catalyst class is: 2. (2) Reactant: [Cl:1][C:2]1[CH:3]=[N+:4]([O-:43])[CH:5]=[C:6]([Cl:42])[C:7]=1[CH2:8][C@@H:9]([C:27]1[CH:32]=[CH:31][C:30]([O:33][CH:34]([F:36])[F:35])=[C:29]([O:37][CH2:38][CH:39]2[CH2:41][CH2:40]2)[CH:28]=1)[O:10][C:11](=[O:26])[C:12]1[CH:17]=[CH:16][C:15]([O:18][CH3:19])=[C:14]([NH:20][S:21]([CH:24]=[CH2:25])(=[O:23])=[O:22])[CH:13]=1.[NH:44]1[CH2:49][CH2:48][O:47][CH2:46][CH2:45]1. Product: [Cl:1][C:2]1[CH:3]=[N+:4]([O-:43])[CH:5]=[C:6]([Cl:42])[C:7]=1[CH2:8][C@@H:9]([C:27]1[CH:32]=[CH:31][C:30]([O:33][CH:34]([F:35])[F:36])=[C:29]([O:37][CH2:38][CH:39]2[CH2:41][CH2:40]2)[CH:28]=1)[O:10][C:11](=[O:26])[C:12]1[CH:17]=[CH:16][C:15]([O:18][CH3:19])=[C:14]([NH:20][S:21]([CH2:24][CH2:25][N:44]2[CH2:49][CH2:48][O:47][CH2:46][CH2:45]2)(=[O:23])=[O:22])[CH:13]=1. The catalyst class is: 20.